The task is: Predict the product of the given reaction.. This data is from Forward reaction prediction with 1.9M reactions from USPTO patents (1976-2016). (1) Given the reactants [Cl:1][C:2]1[CH:25]=[CH:24][C:5]([CH2:6][N:7]2[C:15]3[C:10](=[CH:11][C:12](/[CH:16]=[C:17]4/[C:18](=[O:23])[NH:19][C:20](=[O:22])[S:21]/4)=[CH:13][CH:14]=3)[CH:9]=[N:8]2)=[C:4]([C:26]([F:29])([F:28])[F:27])[CH:3]=1.Br.Br[CH2:32][CH2:33][N:34]1[CH2:38][CH2:37][CH2:36][CH2:35]1, predict the reaction product. The product is: [Cl:1][C:2]1[CH:25]=[CH:24][C:5]([CH2:6][N:7]2[C:15]3[C:10](=[CH:11][C:12](/[CH:16]=[C:17]4/[C:18](=[O:23])[N:19]([CH2:32][CH2:33][N:34]5[CH2:38][CH2:37][CH2:36][CH2:35]5)[C:20](=[O:22])[S:21]/4)=[CH:13][CH:14]=3)[CH:9]=[N:8]2)=[C:4]([C:26]([F:27])([F:29])[F:28])[CH:3]=1. (2) Given the reactants [I-].[Sm+3].[I-].[I-].[CH2:5]([CH:7]1[O:9][CH2:8]1)[Br:6].[C:10]1([N:16]=[C:17]=O)[CH:15]=[CH:14][CH:13]=[CH:12][CH:11]=1.C1C[O:22]CC1, predict the reaction product. The product is: [Br:6][CH2:5][CH:7]1[O:9][C:8](=[O:22])[N:16]([C:10]2[CH:15]=[CH:14][CH:13]=[CH:12][CH:11]=2)[CH2:17]1. (3) Given the reactants [CH3:1][C:2]1[C:3]2[N:4]([C:8]([C@H:11]3[CH2:16][CH2:15][C@H:14]([N:17]4[CH2:22][CH2:21][N:20]([CH3:23])[CH2:19][CH2:18]4)[CH2:13][CH2:12]3)=[N:9][CH:10]=2)[CH:5]=[CH:6][N:7]=1.[Br:24]N1C(=O)CCC1=O, predict the reaction product. The product is: [Br:24][C:10]1[N:9]=[C:8]([C@H:11]2[CH2:12][CH2:13][C@H:14]([N:17]3[CH2:18][CH2:19][N:20]([CH3:23])[CH2:21][CH2:22]3)[CH2:15][CH2:16]2)[N:4]2[CH:5]=[CH:6][N:7]=[C:2]([CH3:1])[C:3]=12.